The task is: Predict the product of the given reaction.. This data is from Forward reaction prediction with 1.9M reactions from USPTO patents (1976-2016). (1) Given the reactants Br[C:2]1[CH:3]=[N:4][C:5]([C:8]2[CH:13]=[CH:12][C:11]([CH2:14][C@H:15]([NH:23][C:24](=[O:35])[C:25]3[CH:30]=[CH:29][C:28]([C:31]([CH3:34])([CH3:33])[CH3:32])=[CH:27][CH:26]=3)[C:16]([O:18]C(C)(C)C)=[O:17])=[CH:10][CH:9]=2)=[N:6][CH:7]=1.CC(C)([O-])C.[Na+].Cl.[C:43]([CH:47]1[CH2:52][CH2:51][NH:50][CH2:49][CH2:48]1)([CH3:46])([CH3:45])[CH3:44].C1(P(C2CCCCC2)C2C=CC=CC=2C2C=CC=CC=2N(C)C)CCCCC1, predict the reaction product. The product is: [C:31]([C:28]1[CH:29]=[CH:30][C:25]([C:24]([NH:23][C@@H:15]([CH2:14][C:11]2[CH:10]=[CH:9][C:8]([C:5]3[N:6]=[CH:7][C:2]([N:50]4[CH2:51][CH2:52][CH:47]([C:43]([CH3:46])([CH3:45])[CH3:44])[CH2:48][CH2:49]4)=[CH:3][N:4]=3)=[CH:13][CH:12]=2)[C:16]([OH:18])=[O:17])=[O:35])=[CH:26][CH:27]=1)([CH3:32])([CH3:34])[CH3:33]. (2) Given the reactants Br[C:2]1[CH:3]=[C:4]([CH2:8][NH2:9])[CH:5]=[CH:6][CH:7]=1.[F:10][C:11]([F:22])([F:21])[C:12]1[CH:17]=[CH:16][C:15](B(O)O)=[CH:14][CH:13]=1.[O-]P([O-])([O-])=O.[K+].[K+].[K+].COCCOC, predict the reaction product. The product is: [F:10][C:11]([F:22])([F:21])[C:12]1[CH:17]=[CH:16][C:15]([C:2]2[CH:7]=[CH:6][CH:5]=[C:4]([CH2:8][NH2:9])[CH:3]=2)=[CH:14][CH:13]=1. (3) Given the reactants [CH3:1][N:2]1[CH:6]=[C:5]([CH3:7])[N:4]=[CH:3]1.[CH3:8][N:9]1[C:13]([CH3:14])=[CH:12][N:11]=[CH:10]1.N1C=CN=C1.Cl[C:21]([O:23][CH2:24][CH3:25])=[O:22], predict the reaction product. The product is: [CH2:24]([O:23][C:21]([C:3]1[N:2]([CH3:1])[CH:6]=[C:5]([CH3:7])[N:4]=1)=[O:22])[CH3:25].[CH2:24]([O:23][C:21]([C:10]1[N:9]([CH3:8])[C:13]([CH3:14])=[CH:12][N:11]=1)=[O:22])[CH3:25].